Dataset: Drug-target binding data from BindingDB using Kd measurements. Task: Regression. Given a target protein amino acid sequence and a drug SMILES string, predict the binding affinity score between them. We predict pKd (pKd = -log10(Kd in M); higher means stronger binding). Dataset: bindingdb_kd. The small molecule is Cc1ccc(NC(=O)c2ccc(CN3CCN(C)CC3)cc2)cc1Nc1nccc(-c2cccnc2)n1. The target is PFCDPK1(Pfalciparum). The pKd is 5.0.